Dataset: Catalyst prediction with 721,799 reactions and 888 catalyst types from USPTO. Task: Predict which catalyst facilitates the given reaction. Reactant: [F:1][C:2]1[CH:3]=[CH:4][CH:5]=[C:6]2[C:10]=1[NH:9][C:8](=[O:11])[C:7]2=O.[OH-:13].[Na+].[N:15]([O-])=O.[Na+].S(=O)(=O)(O)O. Product: [F:1][C:2]1[CH:3]=[CH:4][CH:5]=[C:6]2[C:10]=1[NH:9][N:15]=[C:7]2[C:8]([OH:11])=[O:13]. The catalyst class is: 223.